Dataset: Forward reaction prediction with 1.9M reactions from USPTO patents (1976-2016). Task: Predict the product of the given reaction. Given the reactants [CH3:1][O:2][C:3](=[O:9])[C@H:4]([C@@H:6]([CH3:8])[OH:7])[NH2:5].CCN(C(C)C)C(C)C.[C:19]1([C:25]#[C:26][C:27]2[CH:35]=[CH:34][C:30]([C:31](O)=[O:32])=[CH:29][CH:28]=2)[CH:24]=[CH:23][CH:22]=[CH:21][CH:20]=1, predict the reaction product. The product is: [CH3:1][O:2][C:3](=[O:9])[CH:4]([NH:5][C:31](=[O:32])[C:30]1[CH:34]=[CH:35][C:27]([C:26]#[C:25][C:19]2[CH:20]=[CH:21][CH:22]=[CH:23][CH:24]=2)=[CH:28][CH:29]=1)[CH:6]([OH:7])[CH3:8].